From a dataset of Full USPTO retrosynthesis dataset with 1.9M reactions from patents (1976-2016). Predict the reactants needed to synthesize the given product. (1) Given the product [CH3:1][O:2][C:3](=[O:14])[C:4]1[CH:9]=[CH:8][C:7]([CH2:10][Br:15])=[C:6]([N+:11]([O-:13])=[O:12])[CH:5]=1, predict the reactants needed to synthesize it. The reactants are: [CH3:1][O:2][C:3](=[O:14])[C:4]1[CH:9]=[CH:8][C:7]([CH3:10])=[C:6]([N+:11]([O-:13])=[O:12])[CH:5]=1.[Br:15]N1C(=O)CCC1=O.N(C1(C#N)CCCCC1)=NC1(C#N)CCCCC1. (2) Given the product [CH:16]1([C@H:5]2[C@H:4]([CH3:19])[C@@H:3]([NH:2][C:21]3[CH:26]=[CH:25][CH:24]=[C:23]([CH3:27])[N:22]=3)[C:12]3[C:7](=[CH:8][CH:9]=[CH:10][CH:11]=3)[N:6]2[C:13](=[O:15])[CH3:14])[CH2:18][CH2:17]1, predict the reactants needed to synthesize it. The reactants are: Br.[NH2:2][C@H:3]1[C:12]2[C:7](=[CH:8][CH:9]=[CH:10][CH:11]=2)[N:6]([C:13](=[O:15])[CH3:14])[C@@H:5]([CH:16]2[CH2:18][CH2:17]2)[C@@H:4]1[CH3:19].Br[C:21]1[CH:26]=[CH:25][CH:24]=[C:23]([CH3:27])[N:22]=1.CN(C1C(C2C(P(C3CCCCC3)C3CCCCC3)=CC=CC=2)=CC=CC=1)C.CC(C)([O-])C.[Na+]. (3) Given the product [CH3:1][C:2]1[CH:7]=[CH:6][C:5]([S:8]([O:11][CH2:12][CH:13]2[CH:22]=[CH:21][C:20]3[C:15](=[C:16]([C:27]4[CH:28]=[CH:29][CH:30]=[CH:31][C:26]=4[Cl:25])[CH:17]=[C:18]([F:23])[CH:19]=3)[O:14]2)(=[O:10])=[O:9])=[CH:4][CH:3]=1, predict the reactants needed to synthesize it. The reactants are: [CH3:1][C:2]1[CH:7]=[CH:6][C:5]([S:8]([O:11][CH2:12][CH:13]2[CH:22]=[CH:21][C:20]3[C:15](=[C:16](Br)[CH:17]=[C:18]([F:23])[CH:19]=3)[O:14]2)(=[O:10])=[O:9])=[CH:4][CH:3]=1.[Cl:25][C:26]1[CH:31]=[CH:30][CH:29]=[CH:28][C:27]=1B(O)O.C(=O)([O-])[O-].[K+].[K+].